This data is from NCI-60 drug combinations with 297,098 pairs across 59 cell lines. The task is: Regression. Given two drug SMILES strings and cell line genomic features, predict the synergy score measuring deviation from expected non-interaction effect. (1) Drug 2: CC1=C(C(=O)C2=C(C1=O)N3CC4C(C3(C2COC(=O)N)OC)N4)N. Drug 1: CC12CCC3C(C1CCC2=O)CC(=C)C4=CC(=O)C=CC34C. Synergy scores: CSS=49.5, Synergy_ZIP=3.86, Synergy_Bliss=4.95, Synergy_Loewe=-6.01, Synergy_HSA=5.27. Cell line: A498. (2) Drug 1: C1=NC2=C(N1)C(=S)N=C(N2)N. Drug 2: CC1=C2C(C(=O)C3(C(CC4C(C3C(C(C2(C)C)(CC1OC(=O)C(C(C5=CC=CC=C5)NC(=O)OC(C)(C)C)O)O)OC(=O)C6=CC=CC=C6)(CO4)OC(=O)C)O)C)O. Cell line: HCT-15. Synergy scores: CSS=35.0, Synergy_ZIP=1.28, Synergy_Bliss=2.40, Synergy_Loewe=0.463, Synergy_HSA=1.38. (3) Drug 1: CC12CCC3C(C1CCC2=O)CC(=C)C4=CC(=O)C=CC34C. Drug 2: CC1=C2C(C(=O)C3(C(CC4C(C3C(C(C2(C)C)(CC1OC(=O)C(C(C5=CC=CC=C5)NC(=O)C6=CC=CC=C6)O)O)OC(=O)C7=CC=CC=C7)(CO4)OC(=O)C)O)C)OC(=O)C. Cell line: SN12C. Synergy scores: CSS=47.8, Synergy_ZIP=-3.89, Synergy_Bliss=-4.81, Synergy_Loewe=-6.33, Synergy_HSA=-0.671. (4) Drug 1: CCC1=CC2CC(C3=C(CN(C2)C1)C4=CC=CC=C4N3)(C5=C(C=C6C(=C5)C78CCN9C7C(C=CC9)(C(C(C8N6C)(C(=O)OC)O)OC(=O)C)CC)OC)C(=O)OC.C(C(C(=O)O)O)(C(=O)O)O. Drug 2: CC1C(C(CC(O1)OC2CC(OC(C2O)C)OC3=CC4=CC5=C(C(=O)C(C(C5)C(C(=O)C(C(C)O)O)OC)OC6CC(C(C(O6)C)O)OC7CC(C(C(O7)C)O)OC8CC(C(C(O8)C)O)(C)O)C(=C4C(=C3C)O)O)O)O. Cell line: TK-10. Synergy scores: CSS=19.9, Synergy_ZIP=-3.30, Synergy_Bliss=5.21, Synergy_Loewe=4.58, Synergy_HSA=5.20.